This data is from Forward reaction prediction with 1.9M reactions from USPTO patents (1976-2016). The task is: Predict the product of the given reaction. (1) Given the reactants C[O:2][C:3](=O)[C:4]([NH:7][C:8]1[C:13]([N+:14]([O-])=O)=[CH:12][C:11]([I:17])=[CH:10][N:9]=1)([CH3:6])[CH3:5], predict the reaction product. The product is: [I:17][C:11]1[CH:10]=[N:9][C:8]2[NH:7][C:4]([CH3:6])([CH3:5])[C:3](=[O:2])[NH:14][C:13]=2[CH:12]=1. (2) Given the reactants [F:1][C:2]1[C:3]([NH:18][NH2:19])=[N:4][C:5]([O:8][CH2:9][C:10]2[CH:15]=[CH:14][CH:13]=[C:12]([O:16][CH3:17])[CH:11]=2)=[N:6][CH:7]=1.[S:20]1[CH:24]=[CH:23][CH:22]=[C:21]1[CH:25]=O.Cl, predict the reaction product. The product is: [F:1][C:2]1[C:3]([NH:18]/[N:19]=[CH:25]/[C:21]2[S:20][CH:24]=[CH:23][CH:22]=2)=[N:4][C:5]([O:8][CH2:9][C:10]2[CH:15]=[CH:14][CH:13]=[C:12]([O:16][CH3:17])[CH:11]=2)=[N:6][CH:7]=1. (3) The product is: [CH2:5]([O:4][C:1](=[O:3])[C:2]1[CH:11]=[C:12]([C:13]#[N:14])[C:15]([NH2:16])=[CH:18][C:17]=1[OH:19])[CH3:6]. Given the reactants [C:1]([O:4][CH2:5][CH3:6])(=[O:3])[CH3:2].[Na].C(O[CH:11]=[C:12]([C:15]#[N:16])[C:13]#[N:14])C.[CH2:17]([OH:19])[CH3:18], predict the reaction product. (4) Given the reactants [Cl:1][C:2]1[C:10]([C:11]#[N:12])=[CH:9][CH:8]=[C:7]2[C:3]=1[CH:4]=[C:5]([CH3:13])[NH:6]2.Br[CH2:15][CH2:16][O:17][C:18]1[CH:23]=[CH:22][C:21]([F:24])=[CH:20][CH:19]=1, predict the reaction product. The product is: [Cl:1][C:2]1[C:10]([C:11]#[N:12])=[CH:9][CH:8]=[C:7]2[C:3]=1[CH:4]=[C:5]([CH3:13])[N:6]2[CH2:15][CH2:16][O:17][C:18]1[CH:23]=[CH:22][C:21]([F:24])=[CH:20][CH:19]=1. (5) Given the reactants S(=O)(=O)(O)O.[Cl:6][C:7]1[CH:8]=[CH:9][C:10]([CH:16]=[CH:17][O:18]C)=[C:11]([CH:15]=1)[C:12]([OH:14])=O, predict the reaction product. The product is: [Cl:6][C:7]1[CH:15]=[C:11]2[C:10]([CH:16]=[CH:17][O:18][C:12]2=[O:14])=[CH:9][CH:8]=1.